Dataset: NCI-60 drug combinations with 297,098 pairs across 59 cell lines. Task: Regression. Given two drug SMILES strings and cell line genomic features, predict the synergy score measuring deviation from expected non-interaction effect. (1) Cell line: K-562. Drug 2: C1CN1P(=S)(N2CC2)N3CC3. Synergy scores: CSS=12.2, Synergy_ZIP=-9.86, Synergy_Bliss=-13.0, Synergy_Loewe=-11.6, Synergy_HSA=-11.5. Drug 1: CC12CCC(CC1=CCC3C2CCC4(C3CC=C4C5=CN=CC=C5)C)O. (2) Drug 2: C1CC(C1)(C(=O)O)C(=O)O.[NH2-].[NH2-].[Pt+2]. Drug 1: C1=CC(=C2C(=C1NCCNCCO)C(=O)C3=C(C=CC(=C3C2=O)O)O)NCCNCCO. Synergy scores: CSS=45.0, Synergy_ZIP=-2.68, Synergy_Bliss=-1.89, Synergy_Loewe=-0.985, Synergy_HSA=1.38. Cell line: SK-MEL-28. (3) Drug 1: CC1CCCC2(C(O2)CC(NC(=O)CC(C(C(=O)C(C1O)C)(C)C)O)C(=CC3=CSC(=N3)C)C)C. Drug 2: COCCOC1=C(C=C2C(=C1)C(=NC=N2)NC3=CC=CC(=C3)C#C)OCCOC.Cl. Cell line: RPMI-8226. Synergy scores: CSS=81.9, Synergy_ZIP=22.5, Synergy_Bliss=32.5, Synergy_Loewe=-3.12, Synergy_HSA=14.9. (4) Drug 1: C1=NC(=NC(=O)N1C2C(C(C(O2)CO)O)O)N. Drug 2: CNC(=O)C1=NC=CC(=C1)OC2=CC=C(C=C2)NC(=O)NC3=CC(=C(C=C3)Cl)C(F)(F)F. Cell line: EKVX. Synergy scores: CSS=4.88, Synergy_ZIP=-3.95, Synergy_Bliss=-4.06, Synergy_Loewe=-6.49, Synergy_HSA=-2.59.